The task is: Predict the reaction yield, written as a fraction of the theoretical maximum amount of product (1.0 means a 100% yield; for example, 0.34 means a 34% yield).. This data is from Reaction yield outcomes from USPTO patents with 853,638 reactions. (1) The reactants are [CH3:1][O:2][C:3]1[C:11]2[O:10][C:9]([C:12]3([CH3:17])[O:16][CH2:15][CH2:14][O:13]3)=[CH:8][C:7]=2[C:6]([N+:18]([O-])=O)=[CH:5][CH:4]=1. The catalyst is C(O)C.[Pd]. The product is [NH2:18][C:6]1[C:7]2[CH:8]=[C:9]([C:12]3([CH3:17])[O:13][CH2:14][CH2:15][O:16]3)[O:10][C:11]=2[C:3]([O:2][CH3:1])=[CH:4][CH:5]=1. The yield is 0.880. (2) The reactants are [F:1][C:2]([F:24])([F:23])[C:3]1[N:4]=[CH:5][C:6]([N:9]2[CH2:14][CH2:13][CH2:12][C@H:11]([NH:15][C@@H:16]3[CH2:21][CH2:20][CH2:19][CH2:18][C@H:17]3[NH2:22])[CH2:10]2)=[N:7][CH:8]=1.Cl[C:26]1[O:27][C:28]([C:31]2[CH:32]=[C:33]([NH:37][C:38](=[O:42])[O:39][CH2:40][CH3:41])[CH:34]=[CH:35][CH:36]=2)=[CH:29][N:30]=1. No catalyst specified. The product is [F:24][C:2]([F:1])([F:23])[C:3]1[N:4]=[CH:5][C:6]([N:9]2[CH2:14][CH2:13][CH2:12][C@H:11]([NH:15][C@@H:16]3[CH2:21][CH2:20][CH2:19][CH2:18][C@H:17]3[NH:22][C:26]3[O:27][C:28]([C:31]4[CH:32]=[C:33]([NH:37][C:38](=[O:42])[O:39][CH2:40][CH3:41])[CH:34]=[CH:35][CH:36]=4)=[CH:29][N:30]=3)[CH2:10]2)=[N:7][CH:8]=1. The yield is 0.210. (3) The reactants are [C:1]([CH:3]([C:10]1[CH:15]=[CH:14][C:13]([O:16][CH2:17][C:18]2[CH:23]=[CH:22][C:21]([O:24][CH2:25]/[C:26](=[N:33]\[O:34][CH3:35])/[C:27]3[CH:32]=[CH:31][CH:30]=[CH:29][CH:28]=3)=[CH:20][CH:19]=2)=[CH:12][CH:11]=1)[CH2:4][C:5]([O:7]CC)=[O:6])#[N:2].[OH-].[K+:37]. No catalyst specified. The product is [C:1]([CH:3]([C:10]1[CH:11]=[CH:12][C:13]([O:16][CH2:17][C:18]2[CH:23]=[CH:22][C:21]([O:24][CH2:25]/[C:26](=[N:33]\[O:34][CH3:35])/[C:27]3[CH:28]=[CH:29][CH:30]=[CH:31][CH:32]=3)=[CH:20][CH:19]=2)=[CH:14][CH:15]=1)[CH2:4][C:5]([O-:7])=[O:6])#[N:2].[K+:37]. The yield is 0.783. (4) The reactants are [N:1]1([CH2:6][CH2:7][NH:8][CH:9]2[C:18]3[N:17]=[CH:16][CH:15]=[CH:14][C:13]=3[CH2:12][CH2:11][CH2:10]2)[CH:5]=[CH:4][N:3]=[CH:2]1.[C:19]([O:23][C:24]([N:26]1[C:30]2[CH:31]=[CH:32][CH:33]=[CH:34][C:29]=2[N:28]=[C:27]1[CH2:35]Cl)=[O:25])([CH3:22])([CH3:21])[CH3:20].[I-].[K+].C(N(CC)C(C)C)(C)C.C([O-])(O)=O.[Na+]. The catalyst is C(#N)C. The product is [C:19]([O:23][C:24]([N:26]1[C:30]2[CH:31]=[CH:32][CH:33]=[CH:34][C:29]=2[N:28]=[C:27]1[CH2:35][N:8]([CH2:7][CH2:6][N:1]1[CH:5]=[CH:4][N:3]=[CH:2]1)[CH:9]1[C:18]2[N:17]=[CH:16][CH:15]=[CH:14][C:13]=2[CH2:12][CH2:11][CH2:10]1)=[O:25])([CH3:22])([CH3:21])[CH3:20]. The yield is 0.120. (5) The reactants are C([O:3][C:4](=[O:22])[CH2:5][NH:6][C:7]([C:9]1[CH:14]=[CH:13][C:12]([NH:15][C:16]2[CH:21]=[CH:20][CH:19]=[CH:18][CH:17]=2)=[CH:11][N:10]=1)=[O:8])C.CO.O.O[Li].O. The catalyst is C1COCC1. The product is [C:16]1([NH:15][C:12]2[CH:13]=[CH:14][C:9]([C:7]([NH:6][CH2:5][C:4]([OH:22])=[O:3])=[O:8])=[N:10][CH:11]=2)[CH:17]=[CH:18][CH:19]=[CH:20][CH:21]=1. The yield is 0.900. (6) The reactants are C[O:2][C:3](=[O:24])[C:4]1[CH:9]=[C:8]([C:10]2[S:11][CH:12]=[C:13]([C:15]3[CH:20]=[CH:19][C:18]([Cl:21])=[C:17]([Cl:22])[CH:16]=3)[N:14]=2)[CH:7]=[CH:6][C:5]=1Br.[Cl:25][C:26]1[CH:31]=[CH:30][C:29]([F:32])=[CH:28][C:27]=1B(O)O. No catalyst specified. The product is [Cl:25][C:26]1[CH:31]=[CH:30][C:29]([F:32])=[CH:28][C:27]=1[C:5]1[C:4]([C:3]([OH:2])=[O:24])=[CH:9][C:8]([C:10]2[S:11][CH:12]=[C:13]([C:15]3[CH:20]=[CH:19][C:18]([Cl:21])=[C:17]([Cl:22])[CH:16]=3)[N:14]=2)=[CH:7][CH:6]=1. The yield is 0.100. (7) The reactants are [F:1][C:2]([F:17])([F:16])[CH2:3][O:4][C:5]1[CH:15]=[C:8]2[N:9]=[C:10]([CH3:14])[CH:11]=[C:12]([OH:13])[N:7]2[N:6]=1.C(=O)([O-])[O-].[K+].[K+].[Cl:24][C:25]1[CH:30]=[CH:29][C:28]([CH2:31]Cl)=[CH:27][N:26]=1.O. The catalyst is CN(C)C=O. The product is [Cl:24][C:25]1[N:26]=[CH:27][C:28]([CH2:31][N:9]2[C:10]([CH3:14])=[CH:11][C:12](=[O:13])[N:7]3[N:6]=[C:5]([O:4][CH2:3][C:2]([F:1])([F:16])[F:17])[CH:15]=[C:8]23)=[CH:29][CH:30]=1. The yield is 0.220.